Dataset: NCI-60 drug combinations with 297,098 pairs across 59 cell lines. Task: Regression. Given two drug SMILES strings and cell line genomic features, predict the synergy score measuring deviation from expected non-interaction effect. (1) Drug 1: CC1OCC2C(O1)C(C(C(O2)OC3C4COC(=O)C4C(C5=CC6=C(C=C35)OCO6)C7=CC(=C(C(=C7)OC)O)OC)O)O. Drug 2: C1=NC2=C(N=C(N=C2N1C3C(C(C(O3)CO)O)O)F)N. Cell line: MOLT-4. Synergy scores: CSS=50.0, Synergy_ZIP=-2.38, Synergy_Bliss=-6.06, Synergy_Loewe=-11.4, Synergy_HSA=-4.99. (2) Drug 1: CC1=C(C(=CC=C1)Cl)NC(=O)C2=CN=C(S2)NC3=CC(=NC(=N3)C)N4CCN(CC4)CCO. Drug 2: CC12CCC3C(C1CCC2O)C(CC4=C3C=CC(=C4)O)CCCCCCCCCS(=O)CCCC(C(F)(F)F)(F)F. Cell line: M14. Synergy scores: CSS=2.73, Synergy_ZIP=0.779, Synergy_Bliss=4.05, Synergy_Loewe=1.06, Synergy_HSA=1.20. (3) Drug 1: C1CCN(CC1)CCOC2=CC=C(C=C2)C(=O)C3=C(SC4=C3C=CC(=C4)O)C5=CC=C(C=C5)O. Drug 2: COC1=CC(=CC(=C1O)OC)C2C3C(COC3=O)C(C4=CC5=C(C=C24)OCO5)OC6C(C(C7C(O6)COC(O7)C8=CC=CS8)O)O. Cell line: SR. Synergy scores: CSS=35.3, Synergy_ZIP=-0.0863, Synergy_Bliss=-5.23, Synergy_Loewe=-35.1, Synergy_HSA=-5.95. (4) Drug 1: CC1C(C(CC(O1)OC2CC(CC3=C2C(=C4C(=C3O)C(=O)C5=C(C4=O)C(=CC=C5)OC)O)(C(=O)C)O)N)O.Cl. Drug 2: CC1=C2C(C(=O)C3(C(CC4C(C3C(C(C2(C)C)(CC1OC(=O)C(C(C5=CC=CC=C5)NC(=O)C6=CC=CC=C6)O)O)OC(=O)C7=CC=CC=C7)(CO4)OC(=O)C)O)C)OC(=O)C. Cell line: PC-3. Synergy scores: CSS=41.3, Synergy_ZIP=-7.51, Synergy_Bliss=-7.93, Synergy_Loewe=-11.4, Synergy_HSA=-5.48. (5) Drug 1: C1=CC(=CC=C1CC(C(=O)O)N)N(CCCl)CCCl.Cl. Drug 2: CC1=C(C=C(C=C1)NC(=O)C2=CC=C(C=C2)CN3CCN(CC3)C)NC4=NC=CC(=N4)C5=CN=CC=C5. Cell line: IGROV1. Synergy scores: CSS=15.3, Synergy_ZIP=-5.30, Synergy_Bliss=-1.57, Synergy_Loewe=-7.74, Synergy_HSA=-2.72.